Dataset: Peptide-MHC class I binding affinity with 185,985 pairs from IEDB/IMGT. Task: Regression. Given a peptide amino acid sequence and an MHC pseudo amino acid sequence, predict their binding affinity value. This is MHC class I binding data. (1) The peptide sequence is CTELKLSDY. The MHC is HLA-A30:01 with pseudo-sequence HLA-A30:01. The binding affinity (normalized) is 0.300. (2) The peptide sequence is VSPLAVTW. The MHC is Mamu-A02 with pseudo-sequence Mamu-A02. The binding affinity (normalized) is 0.0981. (3) The peptide sequence is NSHQRSDSSL. The MHC is H-2-Kb with pseudo-sequence H-2-Kb. The binding affinity (normalized) is 0.0255. (4) The peptide sequence is EVSFKSVNF. The MHC is HLA-A26:01 with pseudo-sequence HLA-A26:01. The binding affinity (normalized) is 0.433. (5) The peptide sequence is HLPRELIFQVW. The MHC is Mamu-B17 with pseudo-sequence Mamu-B17. The binding affinity (normalized) is 0.653. (6) The peptide sequence is RWQQLLALA. The MHC is HLA-B27:05 with pseudo-sequence HLA-B27:05. The binding affinity (normalized) is 0.592.